This data is from Full USPTO retrosynthesis dataset with 1.9M reactions from patents (1976-2016). The task is: Predict the reactants needed to synthesize the given product. (1) Given the product [O:15]=[C:4]([CH2:30][C:31]1[CH:36]=[CH:35][CH:34]=[CH:33][N:32]=1)[C@@H:5]([NH:7][C:8](=[O:14])[O:9][C:10]([CH3:11])([CH3:12])[CH3:13])[CH3:6], predict the reactants needed to synthesize it. The reactants are: CON(C)[C:4](=[O:15])[CH:5]([NH:7][C:8](=[O:14])[O:9][C:10]([CH3:13])([CH3:12])[CH3:11])[CH3:6].C(=O)=O.C(#N)C.C([Mg]Cl)(C)C.Br[Mg][CH2:30][C:31]1[CH:36]=[CH:35][CH:34]=[CH:33][N:32]=1. (2) Given the product [NH2:23][C:8]1[N:7]=[C:6]([O:5][CH2:1][CH2:2][CH2:3][CH3:4])[N:14]=[C:13]2[C:9]=1[NH:10][C:11](=[O:21])[N:12]2[CH2:15][CH2:16][CH2:17][CH2:18][CH2:19][N:33]1[CH2:34][CH2:35][N:30]([CH:24]2[CH2:29][CH2:28][CH2:27][CH2:26][CH2:25]2)[CH2:31][CH2:32]1, predict the reactants needed to synthesize it. The reactants are: [CH2:1]([O:5][C:6]1[N:14]=[C:13]2[C:9]([N:10]=[C:11]([O:21]C)[N:12]2[CH2:15][CH2:16][CH2:17][CH2:18][CH2:19]Cl)=[C:8]([NH2:23])[N:7]=1)[CH2:2][CH2:3][CH3:4].[CH:24]1([N:30]2[CH2:35][CH2:34][NH:33][CH2:32][CH2:31]2)[CH2:29][CH2:28][CH2:27][CH2:26][CH2:25]1. (3) Given the product [CH2:24]([O:21][CH2:20][C:15]12[CH2:14][CH2:13][CH:12]([CH2:19][CH2:18]1)[N:11]([CH2:10][CH2:9][S:6]([NH:5][C:1]([CH3:4])([CH3:3])[CH3:2])(=[O:7])=[O:8])[C:16]2=[O:17])[C:25]1[CH:30]=[CH:29][CH:28]=[CH:27][CH:26]=1, predict the reactants needed to synthesize it. The reactants are: [C:1]([NH:5][S:6]([CH2:9][CH2:10][N:11]1[C:16](=[O:17])[C:15]2([CH2:20][OH:21])[CH2:18][CH2:19][CH:12]1[CH2:13][CH2:14]2)(=[O:8])=[O:7])([CH3:4])([CH3:3])[CH3:2].[H-].[Na+].[CH2:24](Br)[C:25]1[CH:30]=[CH:29][CH:28]=[CH:27][CH:26]=1.Cl.